Dataset: Full USPTO retrosynthesis dataset with 1.9M reactions from patents (1976-2016). Task: Predict the reactants needed to synthesize the given product. The reactants are: [C:1]1([C:7]2[O:8][C:9]([C:16]([OH:18])=O)=[C:10]([C:12]([F:15])([F:14])[F:13])[N:11]=2)[CH:6]=[CH:5][CH:4]=[CH:3][CH:2]=1.[CH3:19][O:20][CH2:21][CH2:22][N:23]([CH3:31])[C:24]1[CH:29]=[CH:28][C:27]([NH2:30])=[CH:26][N:25]=1. Given the product [CH3:19][O:20][CH2:21][CH2:22][N:23]([CH3:31])[C:24]1[N:25]=[CH:26][C:27]([NH:30][C:16]([C:9]2[O:8][C:7]([C:1]3[CH:2]=[CH:3][CH:4]=[CH:5][CH:6]=3)=[N:11][C:10]=2[C:12]([F:13])([F:14])[F:15])=[O:18])=[CH:28][CH:29]=1, predict the reactants needed to synthesize it.